The task is: Regression. Given two drug SMILES strings and cell line genomic features, predict the synergy score measuring deviation from expected non-interaction effect.. This data is from NCI-60 drug combinations with 297,098 pairs across 59 cell lines. (1) Drug 2: CC1=C2C(C(=O)C3(C(CC4C(C3C(C(C2(C)C)(CC1OC(=O)C(C(C5=CC=CC=C5)NC(=O)OC(C)(C)C)O)O)OC(=O)C6=CC=CC=C6)(CO4)OC(=O)C)O)C)O. Synergy scores: CSS=20.5, Synergy_ZIP=-4.27, Synergy_Bliss=2.05, Synergy_Loewe=2.29, Synergy_HSA=1.54. Drug 1: C1CC(C1)(C(=O)O)C(=O)O.[NH2-].[NH2-].[Pt+2]. Cell line: UACC62. (2) Drug 1: CC1=C(C(=CC=C1)Cl)NC(=O)C2=CN=C(S2)NC3=CC(=NC(=N3)C)N4CCN(CC4)CCO. Drug 2: CN1C2=C(C=C(C=C2)N(CCCl)CCCl)N=C1CCCC(=O)O.Cl. Cell line: KM12. Synergy scores: CSS=-11.1, Synergy_ZIP=3.46, Synergy_Bliss=-2.79, Synergy_Loewe=-7.51, Synergy_HSA=-9.73. (3) Drug 1: C1=C(C(=O)NC(=O)N1)N(CCCl)CCCl. Drug 2: B(C(CC(C)C)NC(=O)C(CC1=CC=CC=C1)NC(=O)C2=NC=CN=C2)(O)O. Cell line: HS 578T. Synergy scores: CSS=3.40, Synergy_ZIP=-5.08, Synergy_Bliss=-3.35, Synergy_Loewe=-4.94, Synergy_HSA=-4.66. (4) Drug 1: C1=CC(=CC=C1C#N)C(C2=CC=C(C=C2)C#N)N3C=NC=N3. Drug 2: C1=CC=C(C(=C1)C(C2=CC=C(C=C2)Cl)C(Cl)Cl)Cl. Cell line: HOP-62. Synergy scores: CSS=10.2, Synergy_ZIP=-5.02, Synergy_Bliss=-4.11, Synergy_Loewe=8.09, Synergy_HSA=-2.07. (5) Drug 1: C1=CC(=C2C(=C1NCCNCCO)C(=O)C3=C(C=CC(=C3C2=O)O)O)NCCNCCO. Drug 2: CN(C(=O)NC(C=O)C(C(C(CO)O)O)O)N=O. Cell line: SNB-75. Synergy scores: CSS=55.4, Synergy_ZIP=-0.260, Synergy_Bliss=0.696, Synergy_Loewe=-46.1, Synergy_HSA=1.84. (6) Drug 1: C1=C(C(=O)NC(=O)N1)F. Drug 2: CC1CCCC2(C(O2)CC(NC(=O)CC(C(C(=O)C(C1O)C)(C)C)O)C(=CC3=CSC(=N3)C)C)C. Cell line: COLO 205. Synergy scores: CSS=58.3, Synergy_ZIP=-3.60, Synergy_Bliss=-8.73, Synergy_Loewe=-9.50, Synergy_HSA=-9.50. (7) Drug 2: C1=CN(C(=O)N=C1N)C2C(C(C(O2)CO)O)O.Cl. Synergy scores: CSS=30.0, Synergy_ZIP=-9.23, Synergy_Bliss=-4.42, Synergy_Loewe=-1.37, Synergy_HSA=-0.589. Cell line: PC-3. Drug 1: CC1C(C(CC(O1)OC2CC(CC3=C2C(=C4C(=C3O)C(=O)C5=C(C4=O)C(=CC=C5)OC)O)(C(=O)C)O)N)O.Cl. (8) Drug 1: CCCS(=O)(=O)NC1=C(C(=C(C=C1)F)C(=O)C2=CNC3=C2C=C(C=N3)C4=CC=C(C=C4)Cl)F. Drug 2: C1CN(CCN1C(=O)CCBr)C(=O)CCBr. Cell line: SN12C. Synergy scores: CSS=5.36, Synergy_ZIP=-2.47, Synergy_Bliss=2.35, Synergy_Loewe=-7.25, Synergy_HSA=0.435. (9) Drug 1: C(CCl)NC(=O)N(CCCl)N=O. Drug 2: COCCOC1=C(C=C2C(=C1)C(=NC=N2)NC3=CC=CC(=C3)C#C)OCCOC.Cl. Cell line: LOX IMVI. Synergy scores: CSS=24.8, Synergy_ZIP=-6.90, Synergy_Bliss=-5.47, Synergy_Loewe=-2.38, Synergy_HSA=-4.87. (10) Drug 1: CC1=C(C(CCC1)(C)C)C=CC(=CC=CC(=CC(=O)O)C)C. Drug 2: C1CC(C1)(C(=O)O)C(=O)O.[NH2-].[NH2-].[Pt+2]. Cell line: HCT-15. Synergy scores: CSS=0.163, Synergy_ZIP=-3.20, Synergy_Bliss=-6.42, Synergy_Loewe=-6.16, Synergy_HSA=-6.11.